Dataset: Peptide-MHC class I binding affinity with 185,985 pairs from IEDB/IMGT. Task: Regression. Given a peptide amino acid sequence and an MHC pseudo amino acid sequence, predict their binding affinity value. This is MHC class I binding data. (1) The peptide sequence is SIPDPPTNT. The MHC is Mamu-A01 with pseudo-sequence Mamu-A01. The binding affinity (normalized) is 0. (2) The peptide sequence is YELDLWGKI. The MHC is HLA-B40:01 with pseudo-sequence HLA-B40:01. The binding affinity (normalized) is 0.873. (3) The peptide sequence is SMLCWLGMT. The MHC is HLA-B39:01 with pseudo-sequence HLA-B39:01. The binding affinity (normalized) is 0.0847. (4) The peptide sequence is GLIAIVMVTI. The MHC is HLA-A02:01 with pseudo-sequence HLA-A02:01. The binding affinity (normalized) is 0.620. (5) The peptide sequence is SMFSTVATI. The MHC is HLA-A02:03 with pseudo-sequence HLA-A02:03. The binding affinity (normalized) is 0.857.